Dataset: Forward reaction prediction with 1.9M reactions from USPTO patents (1976-2016). Task: Predict the product of the given reaction. (1) Given the reactants C(N(CC)C(C)C)(C)C.[CH:10](OC1C=CC([N+]([O-])=O)=CC=1)=[O:11].[NH2:22][C:23]([C:50]1[CH:55]=[CH:54][CH:53]=[C:52]([C:56]([F:59])([F:58])[F:57])[CH:51]=1)([CH3:49])[CH2:24][NH:25][C:26](=[O:48])[CH2:27][N:28]1[C:32](=[O:33])[N:31]([CH2:34][C@H:35]([OH:40])[C:36]([F:39])([F:38])[F:37])[C:30]([C:41]2[CH:46]=[CH:45][C:44]([Cl:47])=[CH:43][CH:42]=2)=[N:29]1.[OH-].[Li+].Cl, predict the reaction product. The product is: [Cl:47][C:44]1[CH:45]=[CH:46][C:41]([C:30]2[N:31]([CH2:34][C@H:35]([OH:40])[C:36]([F:39])([F:38])[F:37])[C:32](=[O:33])[N:28]([CH2:27][C:26]([NH:25][CH2:24][C:23]([NH:22][CH:10]=[O:11])([C:50]3[CH:55]=[CH:54][CH:53]=[C:52]([C:56]([F:59])([F:58])[F:57])[CH:51]=3)[CH3:49])=[O:48])[N:29]=2)=[CH:42][CH:43]=1. (2) Given the reactants [CH:1]1[C:14]2[C:5]3=[C:6]4[C:11](=[CH:12][CH:13]=2)[CH:10]=[CH:9][CH:8]=[C:7]4[CH2:15][C:4]3=[CH:3][CH:2]=1, predict the reaction product. The product is: [CH:10]1[C:11]2[CH2:12][CH2:13][C:14]3[CH:1]=[CH:2][CH:3]=[C:4]4[CH2:15][C:7]([C:6]=2[C:5]=34)=[CH:8][CH:9]=1.